From a dataset of Catalyst prediction with 721,799 reactions and 888 catalyst types from USPTO. Predict which catalyst facilitates the given reaction. (1) Reactant: C(N(CC)CC)C.[C:8]1([C@H:14]([NH:32][C:33]([O:35][C@@H:36]2[CH:41]3[CH2:42][CH2:43][N:38]([CH2:39][CH2:40]3)[CH2:37]2)=[O:34])[C:15]2[CH:16]=[C:17]([CH:29]=[CH:30][CH:31]=2)[O:18][CH2:19][C:20]2[CH:28]=[CH:27][C:23](C(O)=O)=[CH:22][CH:21]=2)[CH:13]=[CH:12][CH:11]=[CH:10][CH:9]=1.[OH:44][C:45]1C=CC=C[N+]=1[O-].C(Cl)CCl.[CH2:56]([NH:63][CH2:64][CH2:65][CH:66]1[O:70][CH2:69][CH2:68][O:67]1)[C:57]1[CH:62]=[CH:61][CH:60]=[CH:59][CH:58]=1. Product: [O:70]1[CH2:69][CH2:68][O:67][CH:66]1[CH2:65][CH2:64][N:63]([CH2:56][C:57]1[CH:58]=[CH:59][CH:60]=[CH:61][CH:62]=1)[C:45]([C:23]1[CH:27]=[CH:28][C:20]([CH2:19][O:18][C:17]2[CH:16]=[C:15]([C@@H:14]([NH:32][C:33](=[O:34])[O:35][C@@H:36]3[CH:41]4[CH2:40][CH2:39][N:38]([CH2:43][CH2:42]4)[CH2:37]3)[C:8]3[CH:9]=[CH:10][CH:11]=[CH:12][CH:13]=3)[CH:31]=[CH:30][CH:29]=2)=[CH:21][CH:22]=1)=[O:44]. The catalyst class is: 39. (2) Reactant: [CH2:1]([S:4]([N:7]([C:14]1[CH:19]=[C:18]([F:20])[C:17]([F:21])=[C:16]([C:22]([C:24]2[CH:25]=[C:26]3[C:31](=[CH:32][CH:33]=2)[N:30]=[CH:29][CH:28]=[N:27]3)=[O:23])[C:15]=1[F:34])S(CCC)(=O)=O)(=[O:6])=[O:5])[CH2:2][CH3:3].[OH-].[Na+]. Product: [F:34][C:15]1[C:16]([C:22]([C:24]2[CH:25]=[C:26]3[C:31](=[CH:32][CH:33]=2)[N:30]=[CH:29][CH:28]=[N:27]3)=[O:23])=[C:17]([F:21])[C:18]([F:20])=[CH:19][C:14]=1[NH:7][S:4]([CH2:1][CH2:2][CH3:3])(=[O:6])=[O:5]. The catalyst class is: 5. (3) Reactant: [CH3:1][C:2]1[N:7]=[C:6]([NH:8][NH2:9])[CH:5]=[C:4]([S:10][CH3:11])[N:3]=1.N/[C:13](/[CH3:17])=[CH:14]\[C:15]#[N:16]. Product: [CH3:17][C:13]1[CH:14]=[C:15]([NH2:16])[N:8]([C:6]2[CH:5]=[C:4]([S:10][CH3:11])[N:3]=[C:2]([CH3:1])[N:7]=2)[N:9]=1. The catalyst class is: 32. (4) Reactant: [F:1][C:2]1[CH:18]=[CH:17][C:5]([O:6][C:7]2[CH:12]=[CH:11][C:10]([CH2:13][CH2:14][NH:15][CH3:16])=[CH:9][CH:8]=2)=[CH:4][CH:3]=1.CS[C:21]1[NH:22][CH:23]=[C:24]([CH2:28][C:29]2[CH:30]=[N:31][CH:32]=[N:33][CH:34]=2)[C:25](=[O:27])[N:26]=1. Product: [F:1][C:2]1[CH:18]=[CH:17][C:5]([O:6][C:7]2[CH:12]=[CH:11][C:10]([CH2:13][CH2:14][N:15]([CH3:16])[C:21]3[NH:22][CH:23]=[C:24]([CH2:28][C:29]4[CH:30]=[N:31][CH:32]=[N:33][CH:34]=4)[C:25](=[O:27])[N:26]=3)=[CH:9][CH:8]=2)=[CH:4][CH:3]=1. The catalyst class is: 8. (5) Reactant: [OH-].[Na+].C([O:11][C:12]1[CH:27]=[CH:26][C:15]([C:16]([O:18][CH2:19][C:20]2[CH:25]=[CH:24][CH:23]=[CH:22][CH:21]=2)=[O:17])=[C:14]([O:28][CH2:29][C:30]2[CH:35]=[CH:34][CH:33]=[CH:32][CH:31]=2)[CH:13]=1)(=O)C1C=CC=CC=1.CO.Cl. Product: [CH2:29]([O:28][C:14]1[CH:13]=[C:12]([OH:11])[CH:27]=[CH:26][C:15]=1[C:16]([O:18][CH2:19][C:20]1[CH:21]=[CH:22][CH:23]=[CH:24][CH:25]=1)=[O:17])[C:30]1[CH:31]=[CH:32][CH:33]=[CH:34][CH:35]=1. The catalyst class is: 7.